Dataset: NCI-60 drug combinations with 297,098 pairs across 59 cell lines. Task: Regression. Given two drug SMILES strings and cell line genomic features, predict the synergy score measuring deviation from expected non-interaction effect. (1) Drug 1: CC1C(C(CC(O1)OC2CC(CC3=C2C(=C4C(=C3O)C(=O)C5=C(C4=O)C(=CC=C5)OC)O)(C(=O)C)O)N)O.Cl. Drug 2: CN(C)N=NC1=C(NC=N1)C(=O)N. Cell line: MCF7. Synergy scores: CSS=16.9, Synergy_ZIP=-8.15, Synergy_Bliss=-1.32, Synergy_Loewe=-18.9, Synergy_HSA=-2.17. (2) Drug 1: C1=NC2=C(N1)C(=S)N=C(N2)N. Drug 2: CN(CCCl)CCCl.Cl. Synergy scores: CSS=37.5, Synergy_ZIP=4.46, Synergy_Bliss=3.95, Synergy_Loewe=-3.40, Synergy_HSA=1.51. Cell line: M14. (3) Drug 1: C1=CN(C=N1)CC(O)(P(=O)(O)O)P(=O)(O)O. Drug 2: CS(=O)(=O)OCCCCOS(=O)(=O)C. Cell line: KM12. Synergy scores: CSS=5.85, Synergy_ZIP=-0.387, Synergy_Bliss=0.696, Synergy_Loewe=-1.04, Synergy_HSA=-1.70. (4) Drug 1: CC12CCC3C(C1CCC2=O)CC(=C)C4=CC(=O)C=CC34C. Drug 2: CC(C)NC(=O)C1=CC=C(C=C1)CNNC.Cl. Cell line: UO-31. Synergy scores: CSS=25.9, Synergy_ZIP=-3.24, Synergy_Bliss=-1.58, Synergy_Loewe=-1.04, Synergy_HSA=-1.53. (5) Drug 1: CC(CN1CC(=O)NC(=O)C1)N2CC(=O)NC(=O)C2. Drug 2: CC1C(C(CC(O1)OC2CC(CC3=C2C(=C4C(=C3O)C(=O)C5=C(C4=O)C(=CC=C5)OC)O)(C(=O)CO)O)N)O.Cl. Cell line: HCC-2998. Synergy scores: CSS=37.7, Synergy_ZIP=-2.93, Synergy_Bliss=-2.39, Synergy_Loewe=-14.4, Synergy_HSA=-1.53. (6) Drug 1: CN(C)C1=NC(=NC(=N1)N(C)C)N(C)C. Drug 2: CC(C)(C#N)C1=CC(=CC(=C1)CN2C=NC=N2)C(C)(C)C#N. Cell line: OVCAR-8. Synergy scores: CSS=-7.79, Synergy_ZIP=1.47, Synergy_Bliss=-3.66, Synergy_Loewe=-7.47, Synergy_HSA=-8.97. (7) Drug 1: CN(C)N=NC1=C(NC=N1)C(=O)N. Drug 2: C1CNP(=O)(OC1)N(CCCl)CCCl. Cell line: MOLT-4. Synergy scores: CSS=20.7, Synergy_ZIP=4.88, Synergy_Bliss=5.24, Synergy_Loewe=-0.276, Synergy_HSA=4.13.